This data is from Reaction yield outcomes from USPTO patents with 853,638 reactions. The task is: Predict the reaction yield, written as a fraction of the theoretical maximum amount of product (1.0 means a 100% yield; for example, 0.34 means a 34% yield). (1) The reactants are [NH:1]1[CH2:8][CH2:7][CH2:6][C@@H:2]1[C:3]([OH:5])=[O:4].[C:9](Cl)(=[O:13])[C:10]([CH3:12])=[CH2:11]. The catalyst is [OH-].[Na+].CC(C)=O. The product is [C:9]([N:1]1[CH2:8][CH2:7][CH2:6][C@@H:2]1[C:3]([OH:5])=[O:4])(=[O:13])[C:10]([CH3:12])=[CH2:11]. The yield is 0.680. (2) The reactants are Cl[C:2]1[CH:3]=[C:4]([C:10]2([C:21]3[CH:26]=[CH:25][CH:24]=[C:23]([C:27]4[CH:28]=[N:29][CH:30]=[N:31][CH:32]=4)[CH:22]=3)[C:18]3[C:13](=[C:14]([F:19])[CH:15]=[CH:16][CH:17]=3)[C:12]([NH2:20])=[N:11]2)[CH:5]=[CH:6][C:7]=1[O:8][CH3:9].C1(P(C2CCCCC2)C2C=CC=CC=2C2C(OC)=CC=CC=2OC)CCCCC1.[CH3:62][N:63](C=O)C. The catalyst is [C-]#N.[Zn+2].[C-]#N.C1C=CC(/C=C/C(/C=C/C2C=CC=CC=2)=O)=CC=1.C1C=CC(/C=C/C(/C=C/C2C=CC=CC=2)=O)=CC=1.C1C=CC(/C=C/C(/C=C/C2C=CC=CC=2)=O)=CC=1.[Pd].[Pd].O. The product is [NH2:20][C:12]1[C:13]2[C:18](=[CH:17][CH:16]=[CH:15][C:14]=2[F:19])[C:10]([C:4]2[CH:5]=[CH:6][C:7]([O:8][CH3:9])=[C:2]([CH:3]=2)[C:62]#[N:63])([C:21]2[CH:26]=[CH:25][CH:24]=[C:23]([C:27]3[CH:28]=[N:29][CH:30]=[N:31][CH:32]=3)[CH:22]=2)[N:11]=1. The yield is 0.450. (3) The reactants are [NH2:1][C:2]1[S:3][CH:4]=[CH:5][C:6]=1[C:7]([O:9]C)=O.O.[CH:12]([NH2:14])=O. No catalyst specified. The product is [N:1]1[C:2]2[S:3][CH:4]=[CH:5][C:6]=2[C:7](=[O:9])[NH:14][CH:12]=1. The yield is 0.660. (4) The reactants are C([C@@H:8]1[CH2:13][C@@:12]2(N)[CH2:14][C@H:9]1[CH2:10][N:11]2[C:16]1[C:28]2[C:27]3[C:22](=[C:23]([N:30]([CH3:36])[C:31](=[O:35])[O:32][CH2:33]Cl)[CH:24]=[C:25]([F:29])[CH:26]=3)[NH:21][C:20]=2[N:19]=[C:18]([O:37][C:38]2[CH:39]=[N:40][C:41]([CH3:44])=[N:42][CH:43]=2)[N:17]=1)(OC(C)(C)C)=O.[I-].[Na+].[C:47]([O:51][C:52]([N:54]1[CH2:59][CH2:58][N:57]([CH2:60][C:61]([O-:63])=[O:62])[CH2:56][CH2:55]1)=[O:53])([CH3:50])([CH3:49])[CH3:48].[Cs+]. The catalyst is CN(C=O)C. The product is [C:47]([O:51][C:52]([NH:54][C@@H:8]1[CH2:13][C@H:12]2[CH2:14][C@@H:9]1[CH2:10][N:11]2[C:16]1[C:28]2[C:27]3[C:22](=[C:23]([N:30]([CH3:36])[C:31]([O:32][CH2:33][O:62][C:61](=[O:63])[CH2:60][N:57]4[CH2:56][CH2:55][N:54]([C:52]([O:51][C:47]([CH3:50])([CH3:48])[CH3:49])=[O:53])[CH2:59][CH2:58]4)=[O:35])[CH:24]=[C:25]([F:29])[CH:26]=3)[NH:21][C:20]=2[N:19]=[C:18]([O:37][C:38]2[CH:43]=[N:42][C:41]([CH3:44])=[N:40][CH:39]=2)[N:17]=1)=[O:53])([CH3:50])([CH3:49])[CH3:48]. The yield is 0.540. (5) The reactants are [C:1]([C:3]1[CH:8]=[CH:7][C:6]([CH:9]2[CH2:14][CH2:13][N:12](C(OC(C)(C)C)=O)[CH:11]([CH3:22])[CH2:10]2)=[CH:5][CH:4]=1)#[N:2].C(O)(C(F)(F)F)=O. The catalyst is ClCCl. The product is [CH3:22][CH:11]1[CH2:10][CH:9]([C:6]2[CH:5]=[CH:4][C:3]([C:1]#[N:2])=[CH:8][CH:7]=2)[CH2:14][CH2:13][NH:12]1. The yield is 0.930. (6) The reactants are Br[C:2]1[C:3]([N:23]([CH3:28])[S:24]([CH3:27])(=[O:26])=[O:25])=[CH:4][C:5]2[O:9][C:8]([C:10]3[CH:15]=[CH:14][C:13]([F:16])=[CH:12][C:11]=3[F:17])=[C:7]([C:18]([NH:20][CH3:21])=[O:19])[C:6]=2[CH:22]=1.[B:29]1([B:29]2[O:33][C:32]([CH3:35])([CH3:34])[C:31]([CH3:37])([CH3:36])[O:30]2)[O:33][C:32]([CH3:35])([CH3:34])[C:31]([CH3:37])([CH3:36])[O:30]1.CC([O-])=O.[K+]. The catalyst is O1CCOCC1.O.C1C=CC(P(C2C=CC=CC=2)[C-]2C=CC=C2)=CC=1.C1C=CC(P(C2C=CC=CC=2)[C-]2C=CC=C2)=CC=1.Cl[Pd]Cl.[Fe+2]. The product is [F:17][C:11]1[CH:12]=[C:13]([F:16])[CH:14]=[CH:15][C:10]=1[C:8]1[O:9][C:5]2[CH:4]=[C:3]([N:23]([CH3:28])[S:24]([CH3:27])(=[O:26])=[O:25])[C:2]([B:29]3[O:33][C:32]([CH3:35])([CH3:34])[C:31]([CH3:37])([CH3:36])[O:30]3)=[CH:22][C:6]=2[C:7]=1[C:18]([NH:20][CH3:21])=[O:19]. The yield is 0.540. (7) The yield is 0.970. The reactants are C([O-])(=O)C.[NH4+:5].[CH3:6][CH:7]1[CH2:11][CH2:10][C:9](=O)[C@@H:8]1[C:13]([O:15][CH2:16][CH3:17])=[O:14]. The catalyst is CO. The product is [NH2:5][C:9]1[CH2:10][CH2:11][C@@H:7]([CH3:6])[C:8]=1[C:13]([O:15][CH2:16][CH3:17])=[O:14]. (8) The reactants are [C:1]([O:5][C:6](=[O:16])[CH2:7][O:8][C:9]1[CH:14]=[CH:13][C:12]([NH2:15])=[CH:11][CH:10]=1)([CH3:4])([CH3:3])[CH3:2].[C:17]([N:24]1[CH2:29][CH2:28][C:27](=O)[CH2:26][CH2:25]1)([O:19][C:20]([CH3:23])([CH3:22])[CH3:21])=[O:18]. No catalyst specified. The product is [C:20]([O:19][C:17]([N:24]1[CH2:29][CH2:28][CH:27]([NH:15][C:12]2[CH:11]=[CH:10][C:9]([O:8][CH2:7][C:6]([O:5][C:1]([CH3:4])([CH3:2])[CH3:3])=[O:16])=[CH:14][CH:13]=2)[CH2:26][CH2:25]1)=[O:18])([CH3:23])([CH3:21])[CH3:22]. The yield is 0.950. (9) The reactants are [H-].[Na+].[C:3]([O:7][C:8]([NH:10][C@@H:11]1[CH2:15][CH2:14][C@H:13]([C:16]([OH:18])=[O:17])[CH2:12]1)=[O:9])([CH3:6])([CH3:5])[CH3:4].I[CH3:20].Cl. The catalyst is O1CCCC1. The product is [C:3]([O:7][C:8]([N:10]([CH3:20])[C@@H:11]1[CH2:15][CH2:14][C@H:13]([C:16]([OH:18])=[O:17])[CH2:12]1)=[O:9])([CH3:6])([CH3:4])[CH3:5]. The yield is 0.310.